This data is from Full USPTO retrosynthesis dataset with 1.9M reactions from patents (1976-2016). The task is: Predict the reactants needed to synthesize the given product. (1) Given the product [NH2:30][C:4]1[N:5]=[C:6]([CH3:29])[C:7]([CH2:8][NH:9][C:10]([C:12]2[N:13]=[N:14][N:15]([CH2:17][C:18]3[CH:19]=[N:20][C:21]4[C:26]([CH:27]=3)=[CH:25][CH:24]=[C:23]([CH3:28])[CH:22]=4)[CH:16]=2)=[O:11])=[C:2]([CH3:1])[CH:3]=1, predict the reactants needed to synthesize it. The reactants are: [CH3:1][C:2]1[C:7]([CH2:8][NH:9][C:10]([C:12]2[N:13]=[N:14][N:15]([CH2:17][C:18]3[CH:19]=[N:20][C:21]4[C:26]([CH:27]=3)=[CH:25][CH:24]=[C:23]([CH3:28])[CH:22]=4)[CH:16]=2)=[O:11])=[C:6]([CH3:29])[N:5]=[C:4]([NH:30]C(=O)OC(C)(C)C)[CH:3]=1.C(O)(C(F)(F)F)=O. (2) The reactants are: [Mg].[C:2]1([CH2:8][CH2:9][C:10](=[O:14])[CH2:11][CH2:12][CH3:13])[CH:7]=[CH:6][CH:5]=[CH:4][CH:3]=1.Cl[CH2:16][C:17]([O:19][CH2:20][CH3:21])=[O:18].Cl[Si](C)(C)C.Cl. Given the product [OH:14][C:10]([CH2:9][CH2:8][C:2]1[CH:7]=[CH:6][CH:5]=[CH:4][CH:3]=1)([CH2:11][CH2:12][CH3:13])[CH2:16][C:17]([O:19][CH2:20][CH3:21])=[O:18], predict the reactants needed to synthesize it.